Dataset: Forward reaction prediction with 1.9M reactions from USPTO patents (1976-2016). Task: Predict the product of the given reaction. (1) Given the reactants [CH3:1][N:2]([CH3:14])[C:3]([CH2:5]P(=O)(OCC)OCC)=[O:4].[H-].[Na+].[CH2:17]([O:27][CH2:28][C:29]([CH2:34][O:35][CH2:36][CH2:37][CH2:38][CH2:39][CH2:40][CH2:41][CH2:42][CH2:43][CH2:44][CH3:45])([CH:32]=O)[CH:30]=O)[CH2:18][CH2:19][CH2:20][CH2:21][CH2:22][CH2:23][CH2:24][CH2:25][CH3:26], predict the reaction product. The product is: [CH2:17]([O:27][CH2:28][C:29]([CH2:34][O:35][CH2:36][CH2:37][CH2:38][CH2:39][CH2:40][CH2:41][CH2:42][CH2:43][CH2:44][CH3:45])([CH:32]=[CH:5][C:3]([N:2]([CH3:1])[CH3:14])=[O:4])[CH:30]=[CH:5][C:3]([N:2]([CH3:14])[CH3:1])=[O:4])[CH2:18][CH2:19][CH2:20][CH2:21][CH2:22][CH2:23][CH2:24][CH2:25][CH3:26]. (2) Given the reactants [NH2:1][CH2:2][C:3]([OH:5])=[O:4].F[C:7]1[CH:12]=[CH:11][C:10]([N+:13]([O-:15])=[O:14])=[CH:9][CH:8]=1.C(=O)(O)[O-].[Na+], predict the reaction product. The product is: [N+:13]([C:10]1[CH:11]=[CH:12][C:7]([NH:1][CH2:2][C:3]([OH:5])=[O:4])=[CH:8][CH:9]=1)([O-:15])=[O:14]. (3) The product is: [C:27]([C:26]1[CH:25]=[CH:24][C:23]([N:22]2[C:18]([C:3]3[N:4]([C:34]([N:33]([CH2:31][CH3:32])[CH3:36])=[O:40])[C:5](=[O:17])[N:6]([C:7]4[CH:12]=[CH:11][CH:10]=[C:9]([C:13]([F:16])([F:15])[F:14])[CH:8]=4)[C:2]=3[CH3:1])=[CH:19][CH:20]=[N:21]2)=[CH:30][CH:29]=1)#[N:28]. Given the reactants [CH3:1][C:2]1[N:6]([C:7]2[CH:12]=[CH:11][CH:10]=[C:9]([C:13]([F:16])([F:15])[F:14])[CH:8]=2)[C:5](=[O:17])[NH:4][C:3]=1[C:18]1[N:22]([C:23]2[CH:30]=[CH:29][C:26]([C:27]#[N:28])=[CH:25][CH:24]=2)[N:21]=[CH:20][CH:19]=1.[CH2:31]([N:33]([CH2:36]C)[CH2:34]C)[CH3:32].ClC(OC1C=CC([N+]([O-])=O)=CC=1)=[O:40].CNCC, predict the reaction product. (4) Given the reactants C([Si](C)(C)[N:6]1[C:10]2=[N:11][CH:12]=[CH:13][CH:14]=[C:9]2[CH:8]=[CH:7]1)(C)(C)C.[CH3:17][C:18]1([CH3:26])[O:25][C:23](=[O:24])[CH2:22][C:20](=[O:21])[O:19]1.[CH:27](=O)[C:28]1[CH:33]=[CH:32][CH:31]=[CH:30][CH:29]=1.N1CCC[C@H]1C(O)=O, predict the reaction product. The product is: [CH3:17][C:18]1([CH3:26])[O:25][C:23](=[O:24])[CH:22]([CH:27]([C:28]2[CH:33]=[CH:32][CH:31]=[CH:30][CH:29]=2)[C:8]2[C:9]3[C:10](=[N:11][CH:12]=[CH:13][CH:14]=3)[NH:6][CH:7]=2)[C:20](=[O:21])[O:19]1. (5) Given the reactants Br[C:2]1[CH:3]=[N:4][CH:5]=[C:6]2[C:11]=1[N:10]=[C:9]([C:12]([NH2:14])=[O:13])[CH:8]=[CH:7]2.[Cl:15][C:16]1[CH:21]=[C:20]([Cl:22])[CH:19]=[CH:18][C:17]=1B(O)O, predict the reaction product. The product is: [Cl:15][C:16]1[CH:21]=[C:20]([Cl:22])[CH:19]=[CH:18][C:17]=1[C:2]1[CH:3]=[N:4][CH:5]=[C:6]2[C:11]=1[N:10]=[C:9]([C:12]([NH2:14])=[O:13])[CH:8]=[CH:7]2. (6) Given the reactants [CH3:1][CH2:2][Mg+].[Br-].[Cl:5][C:6]1[CH:7]=[C:8]([NH:12][C:13]([N:15]2[CH2:20][CH2:19][C:18]3[NH:21][N:22]=[C:23]([C:24](N(OC)C)=[O:25])[C:17]=3[CH2:16]2)=[O:14])[CH:9]=[CH:10][CH:11]=1.CC(=O)OCC, predict the reaction product. The product is: [Cl:5][C:6]1[CH:7]=[C:8]([NH:12][C:13]([N:15]2[CH2:20][CH2:19][C:18]3[NH:21][N:22]=[C:23]([C:24](=[O:25])[CH2:2][CH3:1])[C:17]=3[CH2:16]2)=[O:14])[CH:9]=[CH:10][CH:11]=1.